From a dataset of Catalyst prediction with 721,799 reactions and 888 catalyst types from USPTO. Predict which catalyst facilitates the given reaction. (1) Reactant: CC([S@@]([NH:7][C@H:8]([C:19]1[C:24]([CH3:25])=[CH:23][CH:22]=[CH:21][N:20]=1)[C:9]1[CH:14]=[CH:13][C:12]([C:15]([F:18])([F:17])[F:16])=[CH:11][CH:10]=1)=O)(C)C.[ClH:26].O1CCOCC1. Product: [ClH:26].[CH3:25][C:24]1[C:19]([C@H:8]([C:9]2[CH:14]=[CH:13][C:12]([C:15]([F:18])([F:16])[F:17])=[CH:11][CH:10]=2)[NH2:7])=[N:20][CH:21]=[CH:22][CH:23]=1. The catalyst class is: 5. (2) The catalyst class is: 263. Product: [NH:19]1[CH:18]=[C:17]([C:2]2[S:6][C:5]([CH:7]=[O:8])=[CH:4][CH:3]=2)[CH:21]=[N:20]1. Reactant: Br[C:2]1[S:6][C:5]([CH:7]=[O:8])=[CH:4][CH:3]=1.CC1(C)C(C)(C)OB([C:17]2[CH:18]=[N:19][NH:20][CH:21]=2)O1.C(=O)([O-])[O-].[Na+].[Na+].O1CCOCC1. (3) Reactant: [C:1]([NH:8][CH2:9][C:10]([OH:12])=O)([O:3][C:4]([CH3:7])([CH3:6])[CH3:5])=[O:2].C1C=CC2N(O)N=NC=2C=1.CCN=C=NCCCN(C)C.Cl.Cl.[CH3:36][C:37]1[N:41]2[C:42](=[O:51])[N:43]([CH:45]3[CH2:50][CH2:49][NH:48][CH2:47][CH2:46]3)[CH2:44][C:40]2=[CH:39][N:38]=1.C1CCN2C(=NCCC2)CC1. Product: [CH3:36][C:37]1[N:41]2[C:42](=[O:51])[N:43]([CH:45]3[CH2:50][CH2:49][N:48]([C:10](=[O:12])[CH2:9][NH:8][C:1](=[O:2])[O:3][C:4]([CH3:5])([CH3:6])[CH3:7])[CH2:47][CH2:46]3)[CH2:44][C:40]2=[CH:39][N:38]=1. The catalyst class is: 556. (4) Reactant: [Sn](Cl)Cl.Cl.[N+:5]([C:8]1[CH:13]=[CH:12][C:11]([S:14]([F:19])([F:18])([F:17])([F:16])[F:15])=[CH:10][CH:9]=1)([O-])=O.[OH-].[Na+]. Product: [NH2:5][C:8]1[CH:13]=[CH:12][C:11]([S:14]([F:19])([F:15])([F:16])([F:17])[F:18])=[CH:10][CH:9]=1. The catalyst class is: 4. (5) Product: [OH:11][CH2:10][CH:9]([NH:8][C:6](=[O:7])[O:5][C:1]([CH3:3])([CH3:2])[CH3:4])[C:14]1[CH:19]=[CH:18][CH:17]=[C:16]([N+:20]([O-:22])=[O:21])[CH:15]=1. Reactant: [C:1]([O:5][C:6]([NH:8][CH:9]([C:14]1[CH:19]=[CH:18][CH:17]=[C:16]([N+:20]([O-:22])=[O:21])[CH:15]=1)[C:10](OC)=[O:11])=[O:7])([CH3:4])([CH3:3])[CH3:2].[Cl-].[NH4+]. The catalyst class is: 7. (6) Reactant: [CH3:1][O:2][C:3]1[CH:25]=[CH:24][C:6]([CH2:7][C@@H:8]([C:20]([O:22]C)=[O:21])[NH:9][C:10](=[O:19])[CH:11]=[CH:12][C:13]2[CH:18]=[CH:17][CH:16]=[CH:15][CH:14]=2)=[CH:5][CH:4]=1.[OH-].[Na+]. Product: [CH3:1][O:2][C:3]1[CH:4]=[CH:5][C:6]([CH2:7][C@@H:8]([C:20]([OH:22])=[O:21])[NH:9][C:10](=[O:19])[CH:11]=[CH:12][C:13]2[CH:14]=[CH:15][CH:16]=[CH:17][CH:18]=2)=[CH:24][CH:25]=1. The catalyst class is: 5. (7) The catalyst class is: 45. Product: [CH3:5][CH:4]([CH2:6][CH2:7][CH2:8][CH:9]([CH3:10])[CH2:11][CH2:12][CH2:13][CH:14]([CH3:16])[CH3:15])[CH:3]=[CH2:2]. Reactant: O[CH2:2][CH:3]=[C:4]([CH2:6][CH2:7][CH:8]=[C:9]([CH2:11][CH2:12][CH:13]=[C:14]([CH3:16])[CH3:15])[CH3:10])[CH3:5].